Predict which catalyst facilitates the given reaction. From a dataset of Catalyst prediction with 721,799 reactions and 888 catalyst types from USPTO. (1) Reactant: [C:1]1([C:38]2[CH:43]=[CH:42][CH:41]=[CH:40][CH:39]=2)[CH:6]=[CH:5][C:4]([C:7]2[N:12]=[C:11]3[C:13]([CH:34]4[CH2:36][CH2:35]4)=[C:14]([O:24][C@H:25]4[C@H:29]5[O:30][CH2:31][C@@H:32]([OH:33])[C@H:28]5[O:27][CH2:26]4)[N:15]([CH2:16][O:17]CC[Si](C)(C)C)[C:10]3=[CH:9][C:8]=2[Cl:37])=[CH:3][CH:2]=1.Cl. Product: [C:1]1([C:38]2[CH:43]=[CH:42][CH:41]=[CH:40][CH:39]=2)[CH:2]=[CH:3][C:4]([C:7]2[N:12]=[C:11]3[C:13]([CH:34]4[CH2:36][CH2:35]4)=[C:14]([O:24][C@H:25]4[C@H:29]5[O:30][CH2:31][C@@H:32]([OH:33])[C@H:28]5[O:27][CH2:26]4)[N:15]([CH2:16][OH:17])[C:10]3=[CH:9][C:8]=2[Cl:37])=[CH:5][CH:6]=1. The catalyst class is: 1. (2) Reactant: Cl.[NH2:2][OH:3].C(N(CC)CC)C.[Br:11][C:12]1[CH:13]=[C:14]2[C:19](=[CH:20][CH:21]=1)[CH:18]=[C:17]([C:22]#[N:23])[CH:16]=[CH:15]2. Product: [Br:11][C:12]1[CH:13]=[C:14]2[C:19](=[CH:20][CH:21]=1)[CH:18]=[C:17]([C:22]([NH:2][OH:3])=[NH:23])[CH:16]=[CH:15]2. The catalyst class is: 8. (3) Reactant: Cl.[NH:2]1[C:7]2[N:8]=[CH:9][CH:10]=[CH:11][C:6]=2[C:5]2([CH2:16][CH2:15][NH:14][CH2:13][CH2:12]2)[O:4][C:3]1=[O:17].Cl[C:19]1[N:24]=[C:23]([C:25]([F:28])([F:27])[F:26])[N:22]=[C:21]([O:29][C:30]2[CH:39]=[C:38]([CH3:40])[C:33]3[NH:34][C:35](=[O:37])[O:36][C:32]=3[CH:31]=2)[CH:20]=1.CCN(C(C)C)C(C)C.O. Product: [CH3:40][C:38]1[C:33]2[NH:34][C:35](=[O:37])[O:36][C:32]=2[CH:31]=[C:30]([O:29][C:21]2[N:22]=[C:23]([C:25]([F:27])([F:26])[F:28])[N:24]=[C:19]([N:14]3[CH2:13][CH2:12][C:5]4([O:4][C:3](=[O:17])[NH:2][C:7]5[N:8]=[CH:9][CH:10]=[CH:11][C:6]4=5)[CH2:16][CH2:15]3)[CH:20]=2)[CH:39]=1. The catalyst class is: 37. (4) Reactant: [Br:1][C:2]1[CH:7]=[CH:6][C:5]([C:8]2[N:12]([CH2:13][CH:14]3[CH2:17][N:16]([C:18](OC(C)(C)C)=[O:19])[CH2:15]3)[CH:11]=[N:10][N:9]=2)=[C:4]([F:25])[CH:3]=1.C(O)(C(F)(F)F)=O.CCN([CH:39]([CH3:41])[CH3:40])C(C)C.C1(C(Cl)=O)CC1. Product: [Br:1][C:2]1[CH:7]=[CH:6][C:5]([C:8]2[N:12]([CH2:13][CH:14]3[CH2:15][N:16]([C:18]([CH:39]4[CH2:41][CH2:40]4)=[O:19])[CH2:17]3)[CH:11]=[N:10][N:9]=2)=[C:4]([F:25])[CH:3]=1. The catalyst class is: 2.